The task is: Predict the product of the given reaction.. This data is from Forward reaction prediction with 1.9M reactions from USPTO patents (1976-2016). (1) Given the reactants [NH2:1][C:2]1[N:6]=[C:5]([C:7]2[C:12]([O:13][CH3:14])=[CH:11][C:10]([CH3:15])=[CH:9][C:8]=2[O:16][CH3:17])[NH:4][N:3]=1.[C:18](=N)([C:25]1[CH:30]=[CH:29][CH:28]=[CH:27][CH:26]=1)[C:19]1[CH:24]=[CH:23][CH:22]=[CH:21][CH:20]=1.C(OC(C)C)(C)C, predict the reaction product. The product is: [CH3:17][O:16][C:8]1[CH:9]=[C:10]([CH3:15])[CH:11]=[C:12]([O:13][CH3:14])[C:7]=1[C:5]1[N:6]=[C:2]([N:1]=[C:18]([C:19]2[CH:24]=[CH:23][CH:22]=[CH:21][CH:20]=2)[C:25]2[CH:30]=[CH:29][CH:28]=[CH:27][CH:26]=2)[NH:3][N:4]=1. (2) Given the reactants FC(F)(F)C(O)=O.[C:8]1([CH3:30])[CH:13]=[C:12]([CH3:14])[CH:11]=[C:10]([CH3:15])[C:9]=1[NH:16][CH:17]1[CH2:22][CH2:21][N:20](C(OC(C)(C)C)=O)[CH2:19][CH2:18]1, predict the reaction product. The product is: [C:10]1([CH3:15])[CH:11]=[C:12]([CH3:14])[CH:13]=[C:8]([CH3:30])[C:9]=1[NH:16][CH:17]1[CH2:22][CH2:21][NH:20][CH2:19][CH2:18]1. (3) Given the reactants [CH3:1][CH2:2][CH2:3][C:4](Cl)=[O:5].[C:7]1([C:13]2[CH:14]=[C:15]3[C:21]([NH2:22])=[N:20][NH:19][C:16]3=[N:17][CH:18]=2)[CH:12]=[CH:11][CH:10]=[CH:9][CH:8]=1.Cl, predict the reaction product. The product is: [C:7]1([C:13]2[CH:14]=[C:15]3[C:21]([NH:22][C:4](=[O:5])[CH2:3][CH2:2][CH3:1])=[N:20][NH:19][C:16]3=[N:17][CH:18]=2)[CH:8]=[CH:9][CH:10]=[CH:11][CH:12]=1. (4) Given the reactants [N+:1]([C:4]1[C:5]([NH:13][C@@H:14]2[CH2:19][O:18][C@@H:17]([CH2:20][C:21]#[N:22])[CH2:16][CH2:15]2)=[C:6]2[S:12][CH:11]=[CH:10][C:7]2=[N:8][CH:9]=1)([O-])=O, predict the reaction product. The product is: [NH2:1][C:4]1[C:5]([NH:13][C@@H:14]2[CH2:19][O:18][C@@H:17]([CH2:20][C:21]#[N:22])[CH2:16][CH2:15]2)=[C:6]2[S:12][CH:11]=[CH:10][C:7]2=[N:8][CH:9]=1. (5) Given the reactants [CH2:1]([O:8][CH2:9][C@@H:10]1[O:15][C:14]2[CH:16]=[C:17]([C:32]([N:34]3[C@H:43]([CH2:44][N:45]4[CH2:50][CH2:49][N:48]([CH3:51])[CH2:47][CH2:46]4)[CH2:42][C:41]4[C:36](=[CH:37][CH:38]=[CH:39][CH:40]=4)[CH2:35]3)=[O:33])[C:18]([N:20]3[C:28]4[C:23](=[CH:24][CH:25]=[CH:26][CH:27]=4)[C:22]([C:29](O)=[O:30])=[CH:21]3)=[CH:19][C:13]=2[O:12][CH2:11]1)[C:2]1[CH:7]=[CH:6][CH:5]=[CH:4][CH:3]=1.C(Cl)(=O)C(Cl)=O.[Si:58]([O:65][C:66]1[CH:78]=[CH:77][C:69]([NH:70][C:71]2[CH:76]=[CH:75][CH:74]=[CH:73][CH:72]=2)=[CH:68][CH:67]=1)([C:61]([CH3:64])([CH3:63])[CH3:62])([CH3:60])[CH3:59].N1C=CC=CC=1.[OH-].[Na+], predict the reaction product. The product is: [CH2:1]([O:8][CH2:9][C@@H:10]1[O:15][C:14]2[CH:16]=[C:17]([C:32]([N:34]3[C@H:43]([CH2:44][N:45]4[CH2:46][CH2:47][N:48]([CH3:51])[CH2:49][CH2:50]4)[CH2:42][C:41]4[C:36](=[CH:37][CH:38]=[CH:39][CH:40]=4)[CH2:35]3)=[O:33])[C:18]([N:20]3[C:28]4[C:23](=[CH:24][CH:25]=[CH:26][CH:27]=4)[C:22]([C:29]([N:70]([C:69]4[CH:68]=[CH:67][C:66]([O:65][Si:58]([C:61]([CH3:64])([CH3:63])[CH3:62])([CH3:60])[CH3:59])=[CH:78][CH:77]=4)[C:71]4[CH:76]=[CH:75][CH:74]=[CH:73][CH:72]=4)=[O:30])=[CH:21]3)=[CH:19][C:13]=2[O:12][CH2:11]1)[C:2]1[CH:3]=[CH:4][CH:5]=[CH:6][CH:7]=1. (6) Given the reactants CC1(C)C(C)(C)OB([C:9]2[CH:24]=[CH:23][C:12]([C:13]([O:15][CH2:16][C:17]3[CH:22]=[CH:21][CH:20]=[CH:19][CH:18]=3)=[O:14])=[CH:11][CH:10]=2)O1.[F:26][C:27]1[CH:32]=[CH:31][C:30]([C:33]2[CH:34]=[C:35]([C:49]([OH:51])=[O:50])[C:36]3[C:41](I)=[N:40][N:39]([CH:43]4[CH2:48][CH2:47][CH2:46][CH2:45][O:44]4)[C:37]=3[N:38]=2)=[CH:29][C:28]=1[C:52]([O:54][CH3:55])=[O:53], predict the reaction product. The product is: [CH2:16]([O:15][C:13]([C:12]1[CH:11]=[CH:10][C:9]([C:41]2[C:36]3[C:35]([C:49]([OH:51])=[O:50])=[CH:34][C:33]([C:30]4[CH:31]=[CH:32][C:27]([F:26])=[C:28]([C:52]([O:54][CH3:55])=[O:53])[CH:29]=4)=[N:38][C:37]=3[N:39]([CH:43]3[CH2:48][CH2:47][CH2:46][CH2:45][O:44]3)[N:40]=2)=[CH:24][CH:23]=1)=[O:14])[C:17]1[CH:18]=[CH:19][CH:20]=[CH:21][CH:22]=1. (7) Given the reactants [CH3:1][O:2][C:3]1([O:10][CH3:11])[CH2:8][CH2:7][O:6][CH2:5][C:4]1=O.P([O-])(O)(O)=O.[K+].C([O-])=O.[Na+].[NH2:22][C@H](C(O)=O)C.[OH-].[Na+].C1N=C(N)C2N=CN([C@@H]3O[C@H](COP(OP(OC[C@H]4O[C@@H](N5C=C(C(N)=O)CC=C5)[C@H](O)[C@@H]4O)(O)=O)(O)=O)[C@@H](O)[C@H]3O)C=2N=1.C(=O)([O-])[O-].[K+].[K+], predict the reaction product. The product is: [CH3:1][O:2][C:3]1([O:10][CH3:11])[CH2:8][CH2:7][O:6][CH2:5][C@@H:4]1[NH2:22]. (8) Given the reactants Cl.C[NH:3][CH2:4][C:5]([OH:7])=[O:6].[CH2:8](N(CC)CC)C.[C:15]1([C:25](Cl)=[O:26])[C:24]2[C:19](=[CH:20][CH:21]=[CH:22][CH:23]=2)[CH:18]=[CH:17][CH:16]=1.Cl, predict the reaction product. The product is: [CH3:8][O:7][C:5](=[O:6])[CH2:4][NH:3][C:25]([C:15]1[C:24]2[C:19](=[CH:20][CH:21]=[CH:22][CH:23]=2)[CH:18]=[CH:17][CH:16]=1)=[O:26]. (9) Given the reactants [Cl:1][C:2]1[C:3]([F:45])=[C:4]([C@@H:8]2[C@:12]([C:15]3[CH:20]=[CH:19][C:18]([Cl:21])=[CH:17][C:16]=3[F:22])([C:13]#[N:14])[C@H:11]([CH2:23][C:24]([CH3:27])([CH3:26])[CH3:25])[NH:10][C@H:9]2[C:28]([NH:30][C:31]2[CH:39]=[CH:38][C:34]([C:35]([OH:37])=[O:36])=[CH:33][C:32]=2OC(F)(F)F)=[O:29])[CH:5]=[CH:6][CH:7]=1.[O:46]1[CH2:51][CH2:50][CH:49]([CH2:52][CH:53]=O)[CH2:48][CH2:47]1.O, predict the reaction product. The product is: [Cl:1][C:2]1[C:3]([F:45])=[C:4]([C@H:8]2[C@H:9]3[N:10]([C@H:53]([CH2:52][CH:49]4[CH2:50][CH2:51][O:46][CH2:47][CH2:48]4)[N:30]([C:31]4[CH:39]=[CH:38][C:34]([C:35]([OH:37])=[O:36])=[CH:33][CH:32]=4)[C:28]3=[O:29])[C@@H:11]([CH2:23][C:24]([CH3:27])([CH3:25])[CH3:26])[C@@:12]2([C:15]2[CH:20]=[CH:19][C:18]([Cl:21])=[CH:17][C:16]=2[F:22])[C:13]#[N:14])[CH:5]=[CH:6][CH:7]=1. (10) Given the reactants [Br:1][C:2]1[C:9]([F:10])=[CH:8][C:5]([CH:6]=O)=[C:4]([F:11])[CH:3]=1.[CH3:12][C:13]1(C)[O:18]C(=O)CC(=O)[O:14]1.Cl, predict the reaction product. The product is: [Br:1][C:2]1[C:9]([F:10])=[CH:8][C:5]([CH:6]=[CH:12][C:13]([OH:18])=[O:14])=[C:4]([F:11])[CH:3]=1.